Dataset: Forward reaction prediction with 1.9M reactions from USPTO patents (1976-2016). Task: Predict the product of the given reaction. (1) Given the reactants Cl[C:2]1[C:7]([C:8]#[N:9])=[CH:6][CH:5]=[C:4]([C:10]2[CH:15]=[CH:14][C:13]([Cl:16])=[CH:12][C:11]=2[Cl:17])[N:3]=1.Cl.[NH:19]1[CH2:24][CH2:23][CH2:22][CH:21]([NH:25][C:26]2[N:31]=[CH:30][C:29]([C:32]#[N:33])=[CH:28][CH:27]=2)[CH2:20]1.C(N(CC)C(C)C)(C)C, predict the reaction product. The product is: [C:32]([C:29]1[CH:28]=[CH:27][C:26]([NH:25][CH:21]2[CH2:22][CH2:23][CH2:24][N:19]([C:2]3[C:7]([C:8]#[N:9])=[CH:6][CH:5]=[C:4]([C:10]4[CH:15]=[CH:14][C:13]([Cl:16])=[CH:12][C:11]=4[Cl:17])[N:3]=3)[CH2:20]2)=[N:31][CH:30]=1)#[N:33]. (2) Given the reactants [C:1]([O:5][C:6](=[O:22])[N:7]([C@@H:9]1[C@@H:13]([C:14]2[CH:19]=[CH:18][C:17]([Cl:20])=[C:16]([Cl:21])[CH:15]=2)[CH2:12][NH:11][CH2:10]1)[CH3:8])([CH3:4])([CH3:3])[CH3:2].C(N(CC)C(C)C)(C)C.[CH3:32][C:33]1([C:36]([N:38]2[CH2:43][CH2:42][CH:41]([C:44](O)=[O:45])[CH2:40][CH2:39]2)=[O:37])[CH2:35][CH2:34]1.F[P-](F)(F)(F)(F)F.N1(OC(N(C)C)=[N+](C)C)C2N=CC=CC=2N=N1, predict the reaction product. The product is: [C:1]([O:5][C:6](=[O:22])[N:7]([C@@H:9]1[C@@H:13]([C:14]2[CH:19]=[CH:18][C:17]([Cl:20])=[C:16]([Cl:21])[CH:15]=2)[CH2:12][N:11]([C:44]([CH:41]2[CH2:40][CH2:39][N:38]([C:36]([C:33]3([CH3:32])[CH2:35][CH2:34]3)=[O:37])[CH2:43][CH2:42]2)=[O:45])[CH2:10]1)[CH3:8])([CH3:4])([CH3:2])[CH3:3]. (3) Given the reactants [Br:1][C:2]1[CH:3]=[C:4]([NH2:21])[C:5]([NH:8][CH2:9][C:10]2[CH:20]=[CH:19][C:13]3[N:14]=[C:15]([S:17][CH3:18])[S:16][C:12]=3[CH:11]=2)=[CH:6][CH:7]=1.Br[C:23]1C=C(N)C(NCC2C=CC3N=C(SC)SC=3C=2)=CC=1OC, predict the reaction product. The product is: [Br:1][C:2]1[CH:7]=[CH:6][C:5]2[N:8]([CH2:9][C:10]3[CH:20]=[CH:19][C:13]4[N:14]=[C:15]([S:17][CH3:18])[S:16][C:12]=4[CH:11]=3)[CH:23]=[N:21][C:4]=2[CH:3]=1.